From a dataset of Catalyst prediction with 721,799 reactions and 888 catalyst types from USPTO. Predict which catalyst facilitates the given reaction. (1) Reactant: [H-].C([Al+]CC(C)C)C(C)C.[C:11]1([CH:17]([N:23]2[CH:27]=[C:26]([C:28]3[C:29]4[CH:36]=[CH:35][N:34]([CH2:37][O:38][CH2:39][CH2:40][Si:41]([CH3:44])([CH3:43])[CH3:42])[C:30]=4[N:31]=[CH:32][N:33]=3)[CH:25]=[N:24]2)[CH2:18][C:19](OC)=[O:20])[CH:16]=[CH:15][CH:14]=[CH:13][CH:12]=1.C(Cl)Cl. Product: [C:11]1([CH:17]([N:23]2[CH:27]=[C:26]([C:28]3[C:29]4[CH:36]=[CH:35][N:34]([CH2:37][O:38][CH2:39][CH2:40][Si:41]([CH3:42])([CH3:44])[CH3:43])[C:30]=4[N:31]=[CH:32][N:33]=3)[CH:25]=[N:24]2)[CH2:18][CH2:19][OH:20])[CH:16]=[CH:15][CH:14]=[CH:13][CH:12]=1. The catalyst class is: 81. (2) Reactant: Cl.[Cl:2][C:3]1[CH:4]=[CH:5][C:6]([O:11][CH3:12])=[C:7]([NH:9]N)[CH:8]=1.Cl.[CH3:14][CH:15]([CH:21]=O)[C:16]([O:18][CH2:19][CH3:20])=[O:17].Cl.[BH4-].[Na+]. Product: [Cl:2][C:3]1[CH:4]=[CH:5][C:6]([O:11][CH3:12])=[C:7]2[C:8]=1[C:15]([CH3:21])([C:16]([O:18][CH2:19][CH3:20])=[O:17])[CH2:14][NH:9]2. The catalyst class is: 4.